This data is from Peptide-MHC class I binding affinity with 185,985 pairs from IEDB/IMGT. The task is: Regression. Given a peptide amino acid sequence and an MHC pseudo amino acid sequence, predict their binding affinity value. This is MHC class I binding data. (1) The peptide sequence is WSAIFFTTSL. The MHC is HLA-A68:02 with pseudo-sequence HLA-A68:02. The binding affinity (normalized) is 0.473. (2) The peptide sequence is EIMDKEQLLK. The MHC is HLA-A11:01 with pseudo-sequence HLA-A11:01. The binding affinity (normalized) is 0.586.